Dataset: Reaction yield outcomes from USPTO patents with 853,638 reactions. Task: Predict the reaction yield, written as a fraction of the theoretical maximum amount of product (1.0 means a 100% yield; for example, 0.34 means a 34% yield). (1) The reactants are Br[C:2]1[C:7](=[O:8])[N:6]([CH2:9][C:10]2[CH:15]=[CH:14][C:13]([C:16]3[C:17]([C:22]#[N:23])=[CH:18][CH:19]=[CH:20][CH:21]=3)=[CH:12][CH:11]=2)[C:5]([CH2:24][CH2:25][CH2:26][CH3:27])=[N:4][C:3]=1[CH2:28][CH3:29].[CH3:30][CH:31]1[CH2:35][C:34]2[CH:36]=[C:37](B(O)O)[CH:38]=[CH:39][C:33]=2[O:32]1.C(=O)([O-])[O-].[Cs+].[Cs+]. The catalyst is O1CCOCC1.C(OCC)(=O)C.C1C=CC(P(C2C=CC=CC=2)[C-]2C=CC=C2)=CC=1.C1C=CC(P(C2C=CC=CC=2)[C-]2C=CC=C2)=CC=1.Cl[Pd]Cl.[Fe+2]. The product is [CH2:24]([C:5]1[N:6]([CH2:9][C:10]2[CH:15]=[CH:14][C:13]([C:16]3[C:17]([C:22]#[N:23])=[CH:18][CH:19]=[CH:20][CH:21]=3)=[CH:12][CH:11]=2)[C:7](=[O:8])[C:2]([C:37]2[CH:38]=[CH:39][C:33]3[O:32][CH:31]([CH3:30])[CH2:35][C:34]=3[CH:36]=2)=[C:3]([CH2:28][CH3:29])[N:4]=1)[CH2:25][CH2:26][CH3:27]. The yield is 0.820. (2) The catalyst is O1CCCC1.C(OCC)(=O)C. The yield is 0.980. The reactants are [Br:1][C:2]1[CH:14]=[CH:13][C:5]2[O:6][C:7]([CH3:12])([CH3:11])[C:8](=O)[NH:9][C:4]=2[CH:3]=1. The product is [Br:1][C:2]1[CH:14]=[CH:13][C:5]2[O:6][C:7]([CH3:11])([CH3:12])[CH2:8][NH:9][C:4]=2[CH:3]=1. (3) The reactants are [N:1]1([CH2:7][C:8]2[CH:13]=[CH:12][C:11]([C:14]([NH:16][C:17]3([C:23]([NH:25][C@H:26]([CH2:31][OH:32])[CH2:27][CH2:28][S:29][CH3:30])=[O:24])[CH2:22][CH2:21][CH2:20][CH2:19][CH2:18]3)=[O:15])=[CH:10][CH:9]=2)[CH2:6][CH2:5][O:4][CH2:3][CH2:2]1.C(OCC)(=O)C.C(=O)(O)[O-].[Na+].S([O-])([O-])(=O)=S.[Na+].[Na+]. The catalyst is C(Cl)Cl. The product is [N:1]1([CH2:7][C:8]2[CH:13]=[CH:12][C:11]([C:14]([NH:16][C:17]3([C:23]([NH:25][C@H:26]([CH:31]=[O:32])[CH2:27][CH2:28][S:29][CH3:30])=[O:24])[CH2:22][CH2:21][CH2:20][CH2:19][CH2:18]3)=[O:15])=[CH:10][CH:9]=2)[CH2:6][CH2:5][O:4][CH2:3][CH2:2]1. The yield is 0.850. (4) The reactants are [CH3:1][O:2][C:3]1[CH:8]=[CH:7][CH:6]=[CH:5][C:4]=1[C:9]1[CH:17]=[C:16]2[C:12]([CH2:13][C:14](=[O:18])[NH:15]2)=[CH:11][CH:10]=1.[CH3:19][N:20]([CH3:35])[CH2:21][CH2:22][NH:23][C:24]([C:26]1[C:30]([CH3:31])=[C:29]([CH:32]=O)[NH:28][C:27]=1[CH3:34])=[O:25]. No catalyst specified. The product is [CH3:19][N:20]([CH3:35])[CH2:21][CH2:22][NH:23][C:24]([C:26]1[C:30]([CH3:31])=[C:29]([CH:32]=[C:13]2[C:12]3[C:16](=[CH:17][C:9]([C:4]4[CH:5]=[CH:6][CH:7]=[CH:8][C:3]=4[O:2][CH3:1])=[CH:10][CH:11]=3)[NH:15][C:14]2=[O:18])[NH:28][C:27]=1[CH3:34])=[O:25]. The yield is 1.00. (5) The yield is 0.680. The catalyst is CN(C=O)C. The product is [CH2:16]([N:4]1[C:5]([CH3:13])=[C:6](/[CH:7]=[CH:8]/[C:9]([O:11][CH3:12])=[O:10])[C:2]([CH3:1])=[N:3]1)[CH:17]=[CH:18][C:19]1[CH:24]=[CH:23][CH:22]=[CH:21][CH:20]=1. The reactants are [CH3:1][C:2]1[C:6](/[CH:7]=[CH:8]/[C:9]([O:11][CH3:12])=[O:10])=[C:5]([CH3:13])[NH:4][N:3]=1.[H-].[Na+].[CH2:16](Br)[CH:17]=[CH:18][C:19]1[CH:24]=[CH:23][CH:22]=[CH:21][CH:20]=1. (6) The reactants are [CH3:1]/[C:2](/[CH2:6][CH2:7][CH:8]=[C:9]([CH3:11])[CH3:10])=[CH:3]/[CH2:4][OH:5].CC(C)[O-].[Al+3].CC(C)[O-].CC(C)[O-].[N+](C1C=CC=CC=1C=O)([O-])=O.Cl. The catalyst is C1C=CC=CC=1.C(OCC)(=O)C. The product is [CH3:1]/[C:2](/[CH2:6][CH2:7][CH:8]=[C:9]([CH3:11])[CH3:10])=[CH:3]/[CH:4]=[O:5]. The yield is 0.830. (7) The reactants are [NH2:1][C:2]1[N:7]=[CH:6][N:5]=[C:4]2[N:8]([C@@H:12]3[CH2:17][CH2:16][CH2:15][N:14]([C:18]([O:20][C:21]([CH3:24])([CH3:23])[CH3:22])=[O:19])[CH2:13]3)[N:9]=[C:10](I)[C:3]=12.[F:25][C:26]1[CH:27]=[C:28]([CH:45]=[CH:46][CH:47]=1)[O:29][C:30]1[CH:35]=[CH:34][C:33](B2OC(C)(C)C(C)(C)O2)=[CH:32][CH:31]=1.C(=O)([O-])[O-].[Na+].[Na+].COCCOC. The catalyst is C1C=CC([P]([Pd]([P](C2C=CC=CC=2)(C2C=CC=CC=2)C2C=CC=CC=2)([P](C2C=CC=CC=2)(C2C=CC=CC=2)C2C=CC=CC=2)[P](C2C=CC=CC=2)(C2C=CC=CC=2)C2C=CC=CC=2)(C2C=CC=CC=2)C2C=CC=CC=2)=CC=1.O. The product is [NH2:1][C:2]1[N:7]=[CH:6][N:5]=[C:4]2[N:8]([C@@H:12]3[CH2:17][CH2:16][CH2:15][N:14]([C:18]([O:20][C:21]([CH3:24])([CH3:23])[CH3:22])=[O:19])[CH2:13]3)[N:9]=[C:10]([C:33]3[CH:32]=[CH:31][C:30]([O:29][C:28]4[CH:45]=[CH:46][CH:47]=[C:26]([F:25])[CH:27]=4)=[CH:35][CH:34]=3)[C:3]=12. The yield is 0.760.